From a dataset of Reaction yield outcomes from USPTO patents with 853,638 reactions. Predict the reaction yield, written as a fraction of the theoretical maximum amount of product (1.0 means a 100% yield; for example, 0.34 means a 34% yield). (1) The reactants are [CH3:1][O:2][C:3]1[CH:8]=[C:7]([O:9][CH3:10])[C:6]([O:11][CH3:12])=[CH:5][C:4]=1[N+:13]([O-])=O. The catalyst is CCOC(C)=O.CCO.[Pd]. The product is [CH3:1][O:2][C:3]1[CH:8]=[C:7]([O:9][CH3:10])[C:6]([O:11][CH3:12])=[CH:5][C:4]=1[NH2:13]. The yield is 0.860. (2) The reactants are C([O:3][C:4](=[O:35])[CH2:5][CH:6]1[S:10][C:9]([C:11]2[NH:12][C:13]3[C:18]([CH:19]=2)=[CH:17][C:16]([O:20][CH2:21][CH2:22][O:23][CH3:24])=[CH:15][C:14]=3[N:25]([CH3:34])[S:26]([C:29]2[S:30][CH:31]=[CH:32][CH:33]=2)(=[O:28])=[O:27])=[N:8][CH2:7]1)C.[OH-].[Na+].O1CCCC1.C(O)(=O)CC(CC(O)=O)(C(O)=O)O. The catalyst is C(O)C. The product is [CH3:24][O:23][CH2:22][CH2:21][O:20][C:16]1[CH:17]=[C:18]2[C:13](=[C:14]([N:25]([CH3:34])[S:26]([C:29]3[S:30][CH:31]=[CH:32][CH:33]=3)(=[O:28])=[O:27])[CH:15]=1)[NH:12][C:11]([C:9]1[S:10][CH:6]([CH2:5][C:4]([OH:35])=[O:3])[CH2:7][N:8]=1)=[CH:19]2. The yield is 0.970. (3) The reactants are [CH3:1][C:2]1[CH:7]=[C:6]([CH3:8])[CH:5]=[CH:4][C:3]=1[CH2:9][N:10]1[C:15]([C:16]2[CH:21]=[CH:20][CH:19]=[C:18]([C:22]3[CH:23]=[N:24][NH:25][CH:26]=3)[CH:17]=2)=[CH:14][C:13]([C:27]([F:30])([F:29])[F:28])=[C:12]([C:31]#[N:32])[C:11]1=[O:33].C([O-])([O-])=O.[K+].[K+].Br[CH2:41][C:42]([O:44][CH2:45][CH3:46])=[O:43]. The catalyst is CN(C=O)C.O. The product is [C:31]([C:12]1[C:11](=[O:33])[N:10]([CH2:9][C:3]2[CH:4]=[CH:5][C:6]([CH3:8])=[CH:7][C:2]=2[CH3:1])[C:15]([C:16]2[CH:17]=[C:18]([C:22]3[CH:26]=[N:25][N:24]([CH2:41][C:42]([O:44][CH2:45][CH3:46])=[O:43])[CH:23]=3)[CH:19]=[CH:20][CH:21]=2)=[CH:14][C:13]=1[C:27]([F:30])([F:29])[F:28])#[N:32]. The yield is 0.360. (4) The reactants are [C:1]([OH:18])(=O)[CH2:2][CH2:3][CH2:4][CH2:5][CH2:6][CH2:7][CH2:8][CH2:9][CH2:10][CH2:11][CH2:12][CH2:13][CH2:14][CH2:15][CH3:16].[CH3:19][C:20]1[N:21]=[C:22]([NH2:31])[S:23][C:24]=1[CH2:25][CH2:26][O:27][N+:28]([O-:30])=[O:29]. No catalyst specified. The product is [CH3:19][C:20]1[N:21]=[C:22]([NH:31][C:1](=[O:18])[CH2:2][CH2:3][CH2:4][CH2:5][CH2:6][CH2:7][CH2:8][CH2:9][CH2:10][CH2:11][CH2:12][CH2:13][CH2:14][CH2:15][CH3:16])[S:23][C:24]=1[CH2:25][CH2:26][O:27][N+:28]([O-:30])=[O:29]. The yield is 0.620. (5) The reactants are Cl[C:2]1[N:3]=[CH:4][C:5]2[N:6]([CH3:21])[C:7](=[O:20])[C:8]3([CH2:19][CH2:18]3)[CH2:9][N:10]([CH:13]3[CH2:17][CH2:16][CH2:15][CH2:14]3)[C:11]=2[N:12]=1.[NH2:22][C:23]1[CH:39]=[CH:38][C:26]([C:27]([NH:29][CH:30]2[CH2:35][CH2:34][N:33]([CH2:36][CH3:37])[CH2:32][CH2:31]2)=[O:28])=[CH:25][C:24]=1[O:40][CH3:41].O.C1(C)C=CC(S(O)(=O)=O)=CC=1.CO. The catalyst is CC(C)CC(O)C. The product is [CH:13]1([N:10]2[CH2:9][C:8]3([CH2:19][CH2:18]3)[C:7](=[O:20])[N:6]([CH3:21])[C:5]3[CH:4]=[N:3][C:2]([NH:22][C:23]4[CH:39]=[CH:38][C:26]([C:27]([NH:29][CH:30]5[CH2:31][CH2:32][N:33]([CH2:36][CH3:37])[CH2:34][CH2:35]5)=[O:28])=[CH:25][C:24]=4[O:40][CH3:41])=[N:12][C:11]2=3)[CH2:17][CH2:16][CH2:15][CH2:14]1. The yield is 0.500. (6) The reactants are Cl[C:2]1[N:7]=[C:6]([NH:8][C:9]2[CH:10]=[N:11][C:12]([O:15][CH3:16])=[CH:13][CH:14]=2)[C:5]([I:17])=[CH:4][N:3]=1.[CH3:18][NH:19][CH3:20]. The catalyst is C(O)C. The product is [I:17][C:5]1[C:6]([NH:8][C:9]2[CH:10]=[N:11][C:12]([O:15][CH3:16])=[CH:13][CH:14]=2)=[N:7][C:2]([N:19]([CH3:20])[CH3:18])=[N:3][CH:4]=1. The yield is 0.800. (7) The reactants are Br[C:2]1[CH:3]=[C:4]([CH3:7])[S:5][CH:6]=1.[CH:8]([C:10]1[CH:15]=[CH:14][CH:13]=[CH:12][C:11]=1B(O)O)=[O:9].C(#N)C.C(=O)([O-])[O-].[Na+].[Na+]. The catalyst is Cl[Pd](Cl)([P](C1C=CC=CC=1)(C1C=CC=CC=1)C1C=CC=CC=1)[P](C1C=CC=CC=1)(C1C=CC=CC=1)C1C=CC=CC=1.C(OCC)(=O)C. The product is [CH3:7][C:4]1[S:5][CH:6]=[C:2]([C:11]2[CH:12]=[CH:13][CH:14]=[CH:15][C:10]=2[CH:8]=[O:9])[CH:3]=1. The yield is 0.810. (8) The reactants are Cl[C:2]([O:4][C:5]1[CH:10]=[CH:9][C:8]([N+:11]([O-:13])=[O:12])=[CH:7][CH:6]=1)=[O:3].[NH2:14][N:15]1[CH2:20][CH2:19][O:18][CH2:17][CH2:16]1.C(N(CC)CC)C. The catalyst is C(Cl)Cl. The product is [N+:11]([C:8]1[CH:9]=[CH:10][C:5]([O:4][C:2](=[O:3])[NH:14][N:15]2[CH2:20][CH2:19][O:18][CH2:17][CH2:16]2)=[CH:6][CH:7]=1)([O-:13])=[O:12]. The yield is 0.620.